The task is: Predict which catalyst facilitates the given reaction.. This data is from Catalyst prediction with 721,799 reactions and 888 catalyst types from USPTO. (1) Reactant: [Br:1][C:2]1[S:3][C:4]([CH:8]=[O:9])=[C:5]([Br:7])[N:6]=1.[BH4-].[Na+]. Product: [Br:1][C:2]1[S:3][C:4]([CH2:8][OH:9])=[C:5]([Br:7])[N:6]=1. The catalyst class is: 5. (2) Reactant: [C:1]([NH:11][C@H:12]([C:20]([NH:22][C@H:23]([C:25]([OH:27])=O)[CH3:24])=[O:21])[CH2:13][C:14]1[CH:19]=[CH:18][CH:17]=[CH:16][CH:15]=1)([O:3][CH2:4][C:5]1[CH:10]=[CH:9][CH:8]=[CH:7][CH:6]=1)=[O:2].O=S(Cl)[Cl:30]. Product: [C:1]([NH:11][C@H:12]([C:20]([NH:22][C@H:23]([C:25]([Cl:30])=[O:27])[CH3:24])=[O:21])[CH2:13][C:14]1[CH:19]=[CH:18][CH:17]=[CH:16][CH:15]=1)([O:3][CH2:4][C:5]1[CH:10]=[CH:9][CH:8]=[CH:7][CH:6]=1)=[O:2]. The catalyst class is: 12. (3) Reactant: [C:1]([O:4][C:5]1[CH:6]=[C:7]([CH2:14][C:15]([OH:17])=O)[CH:8]=[CH:9][C:10]=1[N+:11]([O-:13])=[O:12])(=[O:3])[CH3:2].C(Cl)(=O)C([Cl:21])=O. Product: [C:1]([O:4][C:5]1[CH:6]=[C:7]([CH2:14][C:15]([Cl:21])=[O:17])[CH:8]=[CH:9][C:10]=1[N+:11]([O-:13])=[O:12])(=[O:3])[CH3:2]. The catalyst class is: 120. (4) Reactant: CC1(C)[O:9][C:7](=[O:8])[CH2:6][C:4](=[O:5])O1.[C:11]1([CH2:17][C:18](Cl)=O)[CH:16]=[CH:15][CH:14]=[CH:13][CH:12]=1.CO[CH:23](OC)[N:24](C)C.CO. Product: [O:5]=[C:4]1[C:17]([C:11]2[CH:16]=[CH:15][CH:14]=[CH:13][CH:12]=2)=[CH:18][NH:24][CH:23]=[C:6]1[C:7]([OH:9])=[O:8]. The catalyst class is: 4.